From a dataset of Peptide-MHC class II binding affinity with 134,281 pairs from IEDB. Regression. Given a peptide amino acid sequence and an MHC pseudo amino acid sequence, predict their binding affinity value. This is MHC class II binding data. (1) The peptide sequence is TRRKLLLIFDALILL. The MHC is H-2-IAb with pseudo-sequence H-2-IAb. The binding affinity (normalized) is 0.272. (2) The peptide sequence is AAGAQLLWQLPLLSI. The MHC is DRB5_0101 with pseudo-sequence DRB5_0101. The binding affinity (normalized) is 0.537.